This data is from Forward reaction prediction with 1.9M reactions from USPTO patents (1976-2016). The task is: Predict the product of the given reaction. (1) Given the reactants [CH3:1][O:2][C:3]1[C:23]2[C:22]([CH3:25])([CH3:24])[N:10]3[CH2:11][CH2:12][C:13]4[C:18]([C:9]3=[C:8]([CH3:26])[C:7]=2[CH:6]=[CH:5][C:4]=1[O:27][CH3:28])=[CH:17][C:16]1[O:19][CH2:20][O:21][C:15]=1[CH:14]=4.[BH4-].[Na+], predict the reaction product. The product is: [CH3:1][O:2][C:3]1[C:23]2[C:22]([CH3:25])([CH3:24])[N:10]3[CH2:11][CH2:12][C:13]4[C:18]([CH:9]3[CH:8]([CH3:26])[C:7]=2[CH:6]=[CH:5][C:4]=1[O:27][CH3:28])=[CH:17][C:16]1[O:19][CH2:20][O:21][C:15]=1[CH:14]=4. (2) Given the reactants [CH3:1][O:2][C:3]1[CH:4]=[C:5](/[CH:15]=[CH:16]/[C:17]([NH:19][NH:20][C:21](=[O:34])[CH:22]([C:27]2[CH:32]=[CH:31][C:30]([Cl:33])=[CH:29][CH:28]=2)[CH2:23][CH2:24][CH2:25][Cl:26])=O)[CH:6]=[CH:7][C:8]=1[N:9]1[CH:13]=[C:12]([CH3:14])[N:11]=[CH:10]1, predict the reaction product. The product is: [Cl:26][CH2:25][CH2:24][CH2:23][CH:22]([C:21]1[O:34][C:17](/[CH:16]=[CH:15]/[C:5]2[CH:6]=[CH:7][C:8]([N:9]3[CH:13]=[C:12]([CH3:14])[N:11]=[CH:10]3)=[C:3]([O:2][CH3:1])[CH:4]=2)=[N:19][N:20]=1)[C:27]1[CH:32]=[CH:31][C:30]([Cl:33])=[CH:29][CH:28]=1. (3) Given the reactants P(Cl)(Cl)([Cl:3])=O.[N+:6]1([O-])[CH:11]=[CH:10][CH:9]=[C:8]2[CH2:12][CH2:13][CH:14]([C:15]([O:17][CH3:18])=[O:16])[C:7]=12.O, predict the reaction product. The product is: [Cl:3][C:11]1[N:6]=[C:7]2[CH:14]([C:15]([O:17][CH3:18])=[O:16])[CH2:13][CH2:12][C:8]2=[CH:9][CH:10]=1. (4) Given the reactants [CH:1]([N:4]1[C:9](=[O:10])[CH:8]=[CH:7][C:6]([C:11]2[CH:16]=[CH:15][C:14](=[O:17])[NH:13][C:12]=2[C:18]2[CH:23]=[CH:22][CH:21]=[CH:20][CH:19]=2)=[N:5]1)([CH3:3])[CH3:2].C([O-])([O-])=O.[K+].[K+].I[CH2:31][C:32]([NH2:34])=[O:33], predict the reaction product. The product is: [CH:1]([N:4]1[C:9](=[O:10])[CH:8]=[CH:7][C:6]([C:11]2[CH:16]=[CH:15][C:14]([O:17][CH2:31][C:32]([NH2:34])=[O:33])=[N:13][C:12]=2[C:18]2[CH:19]=[CH:20][CH:21]=[CH:22][CH:23]=2)=[N:5]1)([CH3:3])[CH3:2]. (5) Given the reactants [Cl:1][C:2]1[CH:15]=[CH:14][CH:13]=[CH:12][C:3]=1[CH2:4][NH:5][C:6]1[S:7][CH2:8][C:9](=[O:11])[N:10]=1.C(O[Na])(C)=O.[CH:21]([C:23]1[N:24]=[C:25]2[C:30](=[CH:31][CH:32]=1)[N:29]=[CH:28][C:27]([C:33]#[N:34])=[C:26]2OC(C)C)=O, predict the reaction product. The product is: [Cl:1][C:2]1[CH:15]=[CH:14][CH:13]=[CH:12][C:3]=1[CH2:4][NH:5][C:6]1[S:7][C:8](=[CH:21][C:23]2[N:24]=[C:25]3[C:30](=[CH:31][CH:32]=2)[N:29]=[CH:28][C:27]([C:33]#[N:34])=[CH:26]3)[C:9](=[O:11])[N:10]=1. (6) Given the reactants [CH2:1]([C:6]1[CH:11]=[CH:10][C:9]([CH2:12][CH2:13][N:14]2[C:18]([CH3:19])=[CH:17][CH:16]=[C:15]2[C:20]2[CH:25]=[CH:24][C:23]([O:26][C@H:27]([CH2:33][C:34]3[CH:39]=[CH:38][CH:37]=[CH:36][CH:35]=3)[C:28]([O:30]CC)=[O:29])=[CH:22][CH:21]=2)=[CH:8][CH:7]=1)[CH2:2][CH2:3][CH2:4][CH3:5].[OH-].[K+].Cl, predict the reaction product. The product is: [CH2:1]([C:6]1[CH:7]=[CH:8][C:9]([CH2:12][CH2:13][N:14]2[C:18]([CH3:19])=[CH:17][CH:16]=[C:15]2[C:20]2[CH:21]=[CH:22][C:23]([O:26][C@H:27]([CH2:33][C:34]3[CH:35]=[CH:36][CH:37]=[CH:38][CH:39]=3)[C:28]([OH:30])=[O:29])=[CH:24][CH:25]=2)=[CH:10][CH:11]=1)[CH2:2][CH2:3][CH2:4][CH3:5]. (7) Given the reactants Br[CH2:2][C:3]1[O:4][C:5]2[CH:11]=[CH:10][CH:9]=[CH:8][C:6]=2[CH:7]=1.[CH3:12][C:13]1([CH3:27])[C:17]([CH3:19])([CH3:18])[O:16][B:15]([C:20]2[CH:25]=[CH:24][C:23]([OH:26])=[CH:22][CH:21]=2)[O:14]1.C(=O)([O-])[O-].[K+].[K+], predict the reaction product. The product is: [CH3:18][C:17]1([CH3:19])[C:13]([CH3:12])([CH3:27])[O:14][B:15]([C:20]2[CH:25]=[CH:24][C:23]([O:26][CH2:2][C:3]3[O:4][C:5]4[CH:11]=[CH:10][CH:9]=[CH:8][C:6]=4[CH:7]=3)=[CH:22][CH:21]=2)[O:16]1. (8) Given the reactants [Cl:1][C:2]1[CH:7]=[C:6]([C:8]([F:11])([F:10])[F:9])[CH:5]=[C:4]([Cl:12])[C:3]=1[N:13]1[C:21]2[C:16](=[CH:17][CH:18]=[CH:19][CH:20]=2)[C:15]([C:22]([OH:28])([CH3:27])[C:23]([F:26])([F:25])[F:24])=[CH:14]1.[H-].[Na+].[CH3:31]I, predict the reaction product. The product is: [Cl:1][C:2]1[CH:7]=[C:6]([C:8]([F:9])([F:10])[F:11])[CH:5]=[C:4]([Cl:12])[C:3]=1[N:13]1[C:21]2[C:16](=[CH:17][CH:18]=[CH:19][CH:20]=2)[C:15]([C:22]([O:28][CH3:31])([CH3:27])[C:23]([F:24])([F:25])[F:26])=[CH:14]1. (9) Given the reactants [CH3:1][C:2]1[N:3]([C:8]2[CH:13]=[CH:12][CH:11]=[C:10]([CH2:14][CH2:15][CH2:16][O:17][C:18]3[CH:23]=[CH:22][C:21]([N+:24]([O-])=O)=[CH:20][CH:19]=3)[N:9]=2)[C:4]([CH3:7])=[CH:5][CH:6]=1.[H][H], predict the reaction product. The product is: [CH3:7][C:4]1[N:3]([C:8]2[N:9]=[C:10]([CH2:14][CH2:15][CH2:16][O:17][C:18]3[CH:19]=[CH:20][C:21]([NH2:24])=[CH:22][CH:23]=3)[CH:11]=[CH:12][CH:13]=2)[C:2]([CH3:1])=[CH:6][CH:5]=1.